The task is: Predict the reaction yield, written as a fraction of the theoretical maximum amount of product (1.0 means a 100% yield; for example, 0.34 means a 34% yield).. This data is from Reaction yield outcomes from USPTO patents with 853,638 reactions. (1) The reactants are [N+:1]([C:4]1[CH:9]=[CH:8][C:7]([NH2:10])=[CH:6][CH:5]=1)([O-:3])=[O:2].[CH3:11][S:12](Cl)(=[O:14])=[O:13]. The catalyst is N1C=CC=CC=1. The product is [N+:1]([C:4]1[CH:9]=[CH:8][C:7]([NH:10][S:12]([CH3:11])(=[O:14])=[O:13])=[CH:6][CH:5]=1)([O-:3])=[O:2]. The yield is 0.640. (2) The reactants are [Br:1][C:2]1[S:3][CH:4]=[C:5]([C:7]([OH:9])=O)[N:6]=1.[NH2:10][C@@H:11]([CH3:28])[CH2:12][N:13]1[CH:17]=[CH:16][C:15]([C:18]2[CH:25]=[CH:24][C:21]([C:22]#[N:23])=[C:20]([Cl:26])[C:19]=2[CH3:27])=[N:14]1. No catalyst specified. The product is [Br:1][C:2]1[S:3][CH:4]=[C:5]([C:7]([NH:10][C@@H:11]([CH3:28])[CH2:12][N:13]2[CH:17]=[CH:16][C:15]([C:18]3[CH:25]=[CH:24][C:21]([C:22]#[N:23])=[C:20]([Cl:26])[C:19]=3[CH3:27])=[N:14]2)=[O:9])[N:6]=1. The yield is 0.450. (3) The reactants are I([O-])(=O)(=O)=O.[Na+].[F:7][C:8]1[CH:17]=[C:16]2[C:11]([CH:12]=[C:13]([C@@H:21]([N:23]3[C:31](=[O:32])[C:30]4[C:25](=[CH:26][CH:27]=[CH:28][CH:29]=4)[C:24]3=[O:33])[CH3:22])[C:14](/[CH:18]=C\C)=[N:15]2)=[CH:10][CH:9]=1.[OH2:34]. The catalyst is C1COCC1.[Os](=O)(=O)(=O)=O. The product is [O:32]=[C:31]1[C:30]2[C:25](=[CH:26][CH:27]=[CH:28][CH:29]=2)[C:24](=[O:33])[N:23]1[C@H:21]([C:13]1[C:14]([CH:18]=[O:34])=[N:15][C:16]2[C:11]([CH:12]=1)=[CH:10][CH:9]=[C:8]([F:7])[CH:17]=2)[CH3:22]. The yield is 0.625. (4) The reactants are [I:1][C:2]1[CH:3]=[C:4]2[C:9](=[CH:10][CH:11]=1)[N:8]=[CH:7][NH:6][C:5]2=O.P(Cl)(Cl)(Cl)=O.C(N(CC)CC)C.[Cl:25][C:26]1[CH:27]=[C:28]([CH:30]=[CH:31][C:32]=1[O:33][CH2:34][C:35]1[CH:40]=[CH:39][CH:38]=[C:37]([F:41])[CH:36]=1)[NH2:29]. The catalyst is C(#N)C.C1(C)C=CC=CC=1. The product is [I:1][C:2]1[CH:3]=[C:4]2[C:9](=[CH:10][CH:11]=1)[N:8]=[CH:7][N:6]=[C:5]2[NH:29][C:28]1[CH:30]=[CH:31][C:32]([O:33][CH2:34][C:35]2[CH:40]=[CH:39][CH:38]=[C:37]([F:41])[CH:36]=2)=[C:26]([Cl:25])[CH:27]=1. The yield is 0.980. (5) The reactants are [CH3:1][C:2]([N:10]1[CH:14]=[C:13]([C:15]2[CH:20]=[CH:19][N:18]=[C:17]3[N:21]([CH2:24][O:25][CH2:26][CH2:27][Si:28]([CH3:31])([CH3:30])[CH3:29])[CH:22]=[CH:23][C:16]=23)[CH:12]=[N:11]1)([CH3:9])[CH2:3][C:4](OCC)=[O:5].C1COCC1.[H-].C([Al+]CC(C)C)C(C)C. The catalyst is C(Cl)Cl.O. The product is [CH3:9][C:2]([N:10]1[CH:14]=[C:13]([C:15]2[CH:20]=[CH:19][N:18]=[C:17]3[N:21]([CH2:24][O:25][CH2:26][CH2:27][Si:28]([CH3:31])([CH3:29])[CH3:30])[CH:22]=[CH:23][C:16]=23)[CH:12]=[N:11]1)([CH3:1])[CH2:3][CH2:4][OH:5]. The yield is 0.960. (6) The reactants are [C:1]([C:3]1[CH:8]=[CH:7][C:6]([OH:9])=[CH:5][CH:4]=1)#[N:2].[CH2:10]1N2CN3CN(C2)CN1C3.S(=O)(=O)(O)O.[OH2:25]. The catalyst is FC(F)(F)C(O)=O. The product is [C:1]([C:3]1[CH:4]=[CH:5][C:6]([OH:9])=[C:7]([CH:8]=1)[CH:10]=[O:25])#[N:2]. The yield is 0.130. (7) The reactants are [C:1]([N:4]1[C:12]2[C:7](=[CH:8][CH:9]=[CH:10][CH:11]=2)[C:6](O)=[CH:5]1)(=[O:3])[CH3:2].[N+:14]([C:17]1[CH:23]=[CH:22][C:20]([NH2:21])=[CH:19][CH:18]=1)([O-:16])=[O:15]. The catalyst is C(O)(=O)C. The product is [C:1]([N:4]1[C:12]2[C:7](=[CH:8][CH:9]=[CH:10][CH:11]=2)[C:6]([NH:21][C:20]2[CH:22]=[CH:23][C:17]([N+:14]([O-:16])=[O:15])=[CH:18][CH:19]=2)=[CH:5]1)(=[O:3])[CH3:2]. The yield is 0.620. (8) The reactants are [F:1][C:2]([F:11])([F:10])[C:3]1[CH:9]=[CH:8][CH:7]=[CH:6][C:4]=1[NH2:5].[CH2:12](N(CC)CC)C.O1CCCC1.[S:24]1[C:28]2[C:29]3[CH:37]=[CH:36][CH:35]=[CH:34][C:30]=3[O:31][CH2:32][CH2:33][C:27]=2[CH:26]=[C:25]1[C:38](Cl)=[O:39].[H-].[Na+].CI. No catalyst specified. The product is [CH3:12][N:5]([C:4]1[CH:6]=[CH:7][CH:8]=[CH:9][C:3]=1[C:2]([F:10])([F:11])[F:1])[C:38]([C:25]1[S:24][C:28]2[C:29]3[CH:37]=[CH:36][CH:35]=[CH:34][C:30]=3[O:31][CH2:32][CH2:33][C:27]=2[CH:26]=1)=[O:39]. The yield is 0.250. (9) The reactants are [CH:1]1([NH:4][C:5]([C:7]2[N:8]=[N:9][N:10]([C:21]3[CH:26]=[CH:25][C:24]([C:27]([NH:29][CH2:30][CH3:31])=[O:28])=[CH:23][CH:22]=3)[C:11]=2[CH2:12]P(OCC)(OCC)=O)=[O:6])[CH2:3][CH2:2]1.[H-].[Na+].[C:34]([C:37]1[CH:42]=[CH:41][CH:40]=[CH:39][CH:38]=1)(=O)[CH3:35].O. The yield is 0.360. The product is [CH:1]1([NH:4][C:5]([C:7]2[N:8]=[N:9][N:10]([C:21]3[CH:26]=[CH:25][C:24]([C:27]([NH:29][CH2:30][CH3:31])=[O:28])=[CH:23][CH:22]=3)[C:11]=2/[CH:12]=[C:34](/[C:37]2[CH:42]=[CH:41][CH:40]=[CH:39][CH:38]=2)\[CH3:35])=[O:6])[CH2:2][CH2:3]1. The catalyst is C1COCC1. (10) The reactants are C(N(CC)CC)C.Cl[C:9](Cl)([O:11]C(=O)OC(Cl)(Cl)Cl)Cl.[CH3:20][C:21]1[CH:30]=[CH:29][C:28]2[C:23](=[CH:24][CH:25]=[CH:26][C:27]=2[N:31]2[CH2:36][CH2:35][N:34]([CH2:37][CH2:38][C:39]3[CH:40]=[C:41]([CH:43]=[CH:44][CH:45]=3)[NH2:42])[CH2:33][CH2:32]2)[N:22]=1.C(N(C(C)C)CC)(C)C.[Cl:55][C:56]1[CH:57]=[CH:58][C:59]2[O:63][C:62]([NH2:64])=[N:61][C:60]=2[CH:65]=1. The catalyst is ClCCl.C(#N)C. The product is [Cl:55][C:56]1[CH:57]=[CH:58][C:59]2[O:63][C:62]([NH:64][C:9]([NH:42][C:41]3[CH:43]=[CH:44][CH:45]=[C:39]([CH2:38][CH2:37][N:34]4[CH2:33][CH2:32][N:31]([C:27]5[CH:26]=[CH:25][CH:24]=[C:23]6[C:28]=5[CH:29]=[CH:30][C:21]([CH3:20])=[N:22]6)[CH2:36][CH2:35]4)[CH:40]=3)=[O:11])=[N:61][C:60]=2[CH:65]=1. The yield is 0.470.